Dataset: Reaction yield outcomes from USPTO patents with 853,638 reactions. Task: Predict the reaction yield, written as a fraction of the theoretical maximum amount of product (1.0 means a 100% yield; for example, 0.34 means a 34% yield). (1) The reactants are FC(F)(F)C(O)=O.C(OC([N:15]1[CH2:20][CH2:19][O:18][CH2:17][CH:16]1[C:21]1[CH:25]=[C:24]([C:26]2[CH:31]=[CH:30][CH:29]=[C:28]([Cl:32])[CH:27]=2)[O:23][N:22]=1)=O)(C)(C)C. The catalyst is ClCCl. The product is [Cl:32][C:28]1[CH:27]=[C:26]([C:24]2[O:23][N:22]=[C:21]([CH:16]3[CH2:17][O:18][CH2:19][CH2:20][NH:15]3)[CH:25]=2)[CH:31]=[CH:30][CH:29]=1. The yield is 0.990. (2) The reactants are [CH2:1]([N:5]1[C:9](=[O:10])[C:8](Cl)=[C:7]([C:12]2[CH:17]=[CH:16][CH:15]=[CH:14][CH:13]=2)[S:6]1(=[O:19])=[O:18])[CH2:2][CH2:3][CH3:4].[NH2:20][C:21]1[CH:22]=[CH:23][C:24]2[O:28][C:27]([C:29]([O:31]C(C)(C)C)=[O:30])=[CH:26][C:25]=2[CH:36]=1. The catalyst is CC#N. The product is [CH2:1]([N:5]1[C:9](=[O:10])[C:8]([NH:20][C:21]2[CH:22]=[CH:23][C:24]3[O:28][C:27]([C:29]([OH:31])=[O:30])=[CH:26][C:25]=3[CH:36]=2)=[C:7]([C:12]2[CH:17]=[CH:16][CH:15]=[CH:14][CH:13]=2)[S:6]1(=[O:19])=[O:18])[CH2:2][CH2:3][CH3:4]. The yield is 0.290. (3) The catalyst is ClCCl. The yield is 0.950. The product is [CH3:1][O:2][C:3](=[O:27])[C:4]1[CH:9]=[C:8]([F:10])[C:7]([CH2:11][NH:12][CH:13]=[O:14])=[N:6][C:5]=1[NH:15][C:16]1[CH:21]=[CH:20][C:19]([Br:35])=[CH:18][C:17]=1[F:26]. The reactants are [CH3:1][O:2][C:3](=[O:27])[C:4]1[CH:9]=[C:8]([F:10])[C:7]([CH2:11][NH:12][CH:13]=[O:14])=[N:6][C:5]=1[NH:15][C:16]1[CH:21]=[CH:20][C:19]([Si](C)(C)C)=[CH:18][C:17]=1[F:26].C1C(=O)N([Br:35])C(=O)C1. (4) The reactants are Br[C:2]1[CH:11]=[CH:10][C:5]2[NH:6][C:7](=[O:9])[S:8][C:4]=2[CH:3]=1.[N+:12]([C:15]1[CH:16]=[C:17](B(O)O)[CH:18]=[CH:19][CH:20]=1)([O-:14])=[O:13].C(=O)([O-])[O-].[K+].[K+].C(O)C. The catalyst is C1(C)C=CC=CC=1.O.[Pd].C1(P(C2C=CC=CC=2)C2C=CC=CC=2)C=CC=CC=1.C1(P(C2C=CC=CC=2)C2C=CC=CC=2)C=CC=CC=1.C1(P(C2C=CC=CC=2)C2C=CC=CC=2)C=CC=CC=1.C1(P(C2C=CC=CC=2)C2C=CC=CC=2)C=CC=CC=1.C(OCC)(=O)C. The product is [N+:12]([C:15]1[CH:20]=[C:19]([C:2]2[CH:11]=[CH:10][C:5]3[NH:6][C:7](=[O:9])[S:8][C:4]=3[CH:3]=2)[CH:18]=[CH:17][CH:16]=1)([O-:14])=[O:13]. The yield is 0.0180. (5) The reactants are C[O:2][C:3]([C:5]1[CH:13]=[CH:12][C:8]([C:9]([OH:11])=[O:10])=[CH:7][C:6]=1[N+:14]([O-:16])=[O:15])=O.[NH3:17]. No catalyst specified. The product is [NH2:17][C:3]([C:5]1[CH:13]=[CH:12][C:8]([C:9]([OH:11])=[O:10])=[CH:7][C:6]=1[N+:14]([O-:16])=[O:15])=[O:2]. The yield is 0.600. (6) The reactants are [CH3:1][O:2][CH2:3][CH:4]1[CH2:8][N:7]([C:9](OC(C)(C)C)=[O:10])[CH:6]([C:16]2[NH:20][C:19]3[C:21]4[C:26]([CH:27]=[CH:28][C:18]=3[N:17]=2)=[CH:25][C:24]2[C:29]3[C:34]([CH2:35][O:36][C:23]=2[CH:22]=4)=[CH:33][C:32]([B:37]2[O:41][C:40]([CH3:43])([CH3:42])[C:39]([CH3:45])([CH3:44])[O:38]2)=[CH:31][CH:30]=3)[CH2:5]1.Cl.[CH3:47][O:48][C@H:49]([CH3:59])[C@H:50]([NH:54][C:55]([O:57][CH3:58])=[O:56])C(O)=O.CN(C(ON1N=NC2C=CC=NC1=2)=[N+](C)C)C.F[P-](F)(F)(F)(F)F.CCN(C(C)C)C(C)C. The catalyst is C(Cl)Cl.CO. The product is [CH3:58][O:57][C:55](=[O:56])[NH:54][CH:50]([CH:49]([O:48][CH3:47])[CH3:59])[C:9]([N:7]1[CH2:8][CH:4]([CH2:3][O:2][CH3:1])[CH2:5][CH:6]1[C:16]1[NH:20][C:19]2[C:21]3[C:26]([CH:27]=[CH:28][C:18]=2[N:17]=1)=[CH:25][C:24]1[C:29]2[C:34]([CH2:35][O:36][C:23]=1[CH:22]=3)=[CH:33][C:32]([B:37]1[O:38][C:39]([CH3:44])([CH3:45])[C:40]([CH3:43])([CH3:42])[O:41]1)=[CH:31][CH:30]=2)=[O:10]. The yield is 0.920.